The task is: Predict the product of the given reaction.. This data is from Forward reaction prediction with 1.9M reactions from USPTO patents (1976-2016). (1) Given the reactants [CH:1]1([N:4]([CH:30]2[CH2:32][CH2:31]2)[C:5]([C:7]2[N:27]([CH2:28][CH3:29])[C:10]3=[N:11][C:12]([NH:19]/[C:20](/SC)=[CH:21]/[C:22](=[O:24])[CH3:23])=[C:13]4[N:17]=[CH:16][N:15]([CH3:18])[C:14]4=[C:9]3[CH:8]=2)=[O:6])[CH2:3][CH2:2]1.[NH2:33]O, predict the reaction product. The product is: [CH:1]1([N:4]([CH:30]2[CH2:32][CH2:31]2)[C:5]([C:7]2[N:27]([CH2:28][CH3:29])[C:10]3=[N:11][C:12]([NH:19][C:20]4[CH:21]=[C:22]([CH3:23])[O:24][N:33]=4)=[C:13]4[N:17]=[CH:16][N:15]([CH3:18])[C:14]4=[C:9]3[CH:8]=2)=[O:6])[CH2:3][CH2:2]1. (2) Given the reactants [CH2:1]1[CH2:5][O:4][CH2:3][CH2:2]1.[Cl:6][C:7]1[CH:12]=[CH:11][C:10]([OH:13])=[CH:9][CH:8]=1.C(O[CH2:17][CH3:18])C, predict the reaction product. The product is: [Cl:6][C:7]1[CH:12]=[CH:11][C:10]([O:13][C@H:18]2[CH:17]=[CH:5][C:1]3[C:2](=[CH:5][CH:1]=[CH:2][CH:3]=3)[C@@H:3]2[OH:4])=[CH:9][CH:8]=1. (3) Given the reactants [F:1][C:2]1([F:29])[CH2:7][CH2:6][N:5]([C:8]([C:10]2[NH:11][C:12]3[C:17]([CH:18]=2)=[CH:16][C:15]([O:19][CH:20]2[CH2:25][CH2:24][N:23]([CH:26]([CH3:28])[CH3:27])[CH2:22][CH2:21]2)=[CH:14][CH:13]=3)=[O:9])[CH2:4][CH2:3]1.I[C:31]1[CH:36]=[CH:35][CH:34]=[CH:33][N:32]=1, predict the reaction product. The product is: [F:29][C:2]1([F:1])[CH2:7][CH2:6][N:5]([C:8]([C:10]2[N:11]([C:31]3[CH:36]=[CH:35][CH:34]=[CH:33][N:32]=3)[C:12]3[C:17]([CH:18]=2)=[CH:16][C:15]([O:19][CH:20]2[CH2:25][CH2:24][N:23]([CH:26]([CH3:27])[CH3:28])[CH2:22][CH2:21]2)=[CH:14][CH:13]=3)=[O:9])[CH2:4][CH2:3]1. (4) The product is: [OH:41][C:14]1([C:11]2[CH:12]=[N:13][C:8]([O:6][CH:4]([CH3:5])[CH3:3])=[CH:9][CH:10]=2)[CH2:15][CH2:16][CH:17]([N:20]2[CH2:23][CH:22]([NH:24][C:25]([CH2:27][NH:28][C:29](=[O:40])[C:30]3[CH:35]=[CH:34][CH:33]=[C:32]([C:36]([F:39])([F:37])[F:38])[CH:31]=3)=[O:26])[CH2:21]2)[CH2:18][CH2:19]1. Given the reactants [H-].[Na+].[CH3:3][CH:4]([OH:6])[CH3:5].F[C:8]1[N:13]=[CH:12][C:11]([C:14]2([OH:41])[CH2:19][CH2:18][CH:17]([N:20]3[CH2:23][CH:22]([NH:24][C:25]([CH2:27][NH:28][C:29](=[O:40])[C:30]4[CH:35]=[CH:34][CH:33]=[C:32]([C:36]([F:39])([F:38])[F:37])[CH:31]=4)=[O:26])[CH2:21]3)[CH2:16][CH2:15]2)=[CH:10][CH:9]=1, predict the reaction product. (5) Given the reactants [CH3:1][O:2][C:3]1[CH:4]=[C:5]([CH:15]=[CH:16][C:17]=1[O:18][CH2:19][C:20]#[CH:21])[C:6]([N:8]1[CH:14]2[CH:9]1[CH2:10][CH2:11][CH2:12][CH2:13]2)=[O:7].[Cl-:22].[NH4+], predict the reaction product. The product is: [Cl:22][CH:14]1[CH2:13][CH2:12][CH2:11][CH2:10][CH:9]1[NH:8][C:6](=[O:7])[C:5]1[CH:15]=[CH:16][C:17]([O:18][CH2:19][C:20]#[CH:21])=[C:3]([O:2][CH3:1])[CH:4]=1. (6) Given the reactants [CH2:1]([O:8][C:9]1[CH:14]=[CH:13][C:12]([C:15]2[C:20]([N+:21]([O-])=O)=[CH:19][CH:18]=[CH:17][C:16]=2[C:24]2[CH:29]=[CH:28][N:27]=[CH:26][CH:25]=2)=[CH:11][CH:10]=1)[C:2]1[CH:7]=[CH:6][CH:5]=[CH:4][CH:3]=1.Cl[Sn]Cl, predict the reaction product. The product is: [CH2:1]([O:8][C:9]1[CH:10]=[CH:11][C:12]([C:15]2[C:16]([C:24]3[CH:29]=[CH:28][N:27]=[CH:26][CH:25]=3)=[CH:17][CH:18]=[CH:19][C:20]=2[NH2:21])=[CH:13][CH:14]=1)[C:2]1[CH:3]=[CH:4][CH:5]=[CH:6][CH:7]=1. (7) Given the reactants [Br:1][C:2]1[CH:7]=[CH:6][CH:5]=[C:4]([CH2:8]Br)[CH:3]=1.C(N(CC)CC)C.[N:17]1([C:23]([O:25][C:26]([CH3:29])([CH3:28])[CH3:27])=[O:24])[CH2:22][CH2:21][NH:20][CH2:19][CH2:18]1, predict the reaction product. The product is: [Br:1][C:2]1[CH:3]=[C:4]([CH:5]=[CH:6][CH:7]=1)[CH2:8][N:20]1[CH2:19][CH2:18][N:17]([C:23]([O:25][C:26]([CH3:29])([CH3:28])[CH3:27])=[O:24])[CH2:22][CH2:21]1. (8) Given the reactants I[C:2]1[N:3]=[CH:4][N:5]([CH3:7])[CH:6]=1.CC[Mg+].[Br-].[Sn:12](Cl)([CH2:21][CH2:22][CH2:23][CH3:24])([CH2:17][CH2:18][CH2:19][CH3:20])[CH2:13][CH2:14][CH2:15][CH3:16], predict the reaction product. The product is: [CH2:21]([Sn:12]([CH2:13][CH2:14][CH2:15][CH3:16])([CH2:17][CH2:18][CH2:19][CH3:20])[C:2]1[N:3]=[CH:4][N:5]([CH3:7])[CH:6]=1)[CH2:22][CH2:23][CH3:24]. (9) Given the reactants Cl.[NH2:2][C@@H:3]([CH2:17][CH:18]1[CH2:23][CH2:22][CH2:21][CH2:20][O:19]1)[C:4]([NH:6][C:7]1[CH:11]=[CH:10][N:9]([CH2:12][C:13]([OH:16])([CH3:15])[CH3:14])[N:8]=1)=[O:5].C(N(CC)C(C)C)(C)C.C1(C[C@H](N2[CH2:58][C:57]([O:59][C:60]3[C:65]([F:66])=[CH:64][CH:63]=[CH:62][C:61]=3[F:67])=[CH:56][C:55]2=[O:68])C(NC2C=CN(CC(O)(C)C)N=2)=O)CCCCC1, predict the reaction product. The product is: [F:66][C:65]1[CH:64]=[CH:63][CH:62]=[C:61]([F:67])[C:60]=1[O:59][C:57]1[CH2:58][N:2]([C@@H:3]([CH2:17][CH:18]2[CH2:23][CH2:22][CH2:21][CH2:20][O:19]2)[C:4]([NH:6][C:7]2[CH:11]=[CH:10][N:9]([CH2:12][C:13]([OH:16])([CH3:14])[CH3:15])[N:8]=2)=[O:5])[C:55](=[O:68])[CH:56]=1.